From a dataset of Reaction yield outcomes from USPTO patents with 853,638 reactions. Predict the reaction yield, written as a fraction of the theoretical maximum amount of product (1.0 means a 100% yield; for example, 0.34 means a 34% yield). (1) The reactants are FC(F)(F)S(O[C:7]1[CH:12]=[CH:11][N:10]([CH2:13][C:14]2[CH:19]=[CH:18][CH:17]=[C:16]([F:20])[CH:15]=2)[C:9](=[O:21])[CH:8]=1)(=O)=O.[CH3:24][O:25][C:26]1[CH:31]=[CH:30][C:29](B(O)O)=[CH:28][CH:27]=1. No catalyst specified. The product is [F:20][C:16]1[CH:15]=[C:14]([CH:19]=[CH:18][CH:17]=1)[CH2:13][N:10]1[CH:11]=[CH:12][C:7]([C:29]2[CH:30]=[CH:31][C:26]([O:25][CH3:24])=[CH:27][CH:28]=2)=[CH:8][C:9]1=[O:21]. The yield is 0.590. (2) The reactants are [NH2:1][C:2]1[CH:3]=[CH:4][C:5]([O:8][C:9](=[O:18])[N:10]([CH3:17])[C:11]2[CH:16]=[CH:15][CH:14]=[CH:13][CH:12]=2)=[N:6][CH:7]=1.[F:19][C:20]([F:31])([F:30])[C:21]1[CH:22]=[C:23]([CH:27]=[CH:28][CH:29]=1)[C:24](Cl)=[O:25].C(N(CC)CC)C.ClCCl. The catalyst is C(#N)C. The product is [F:19][C:20]([F:30])([F:31])[C:21]1[CH:22]=[C:23]([CH:27]=[CH:28][CH:29]=1)[C:24]([NH:1][C:2]1[CH:3]=[CH:4][C:5]([O:8][C:9](=[O:18])[N:10]([CH3:17])[C:11]2[CH:16]=[CH:15][CH:14]=[CH:13][CH:12]=2)=[N:6][CH:7]=1)=[O:25]. The yield is 0.820. (3) The reactants are Br[C:2]1[C:7]2=[N:8][C:9]([C:12]([NH:14][CH:15]([C:17]([OH:20])([CH3:19])[CH3:18])[CH3:16])=[O:13])=[CH:10][N:11]=[C:6]2[CH:5]=[N:4][CH:3]=1.[Cl:21][C:22]1[CH:27]=[CH:26][CH:25]=[CH:24][C:23]=1B(O)O.C(=O)([O-])[O-].[Cs+].[Cs+].O1CCOCC1. The catalyst is C1(P([C-]2C=CC=C2)C2C=CC=CC=2)C=CC=CC=1.[C-]1(P(C2C=CC=CC=2)C2C=CC=CC=2)C=CC=C1.[Fe+2].[Pd](Cl)Cl.O. The product is [Cl:21][C:22]1[CH:27]=[CH:26][CH:25]=[CH:24][C:23]=1[C:2]1[C:7]2=[N:8][C:9]([C:12]([NH:14][CH:15]([C:17]([OH:20])([CH3:19])[CH3:18])[CH3:16])=[O:13])=[CH:10][N:11]=[C:6]2[CH:5]=[N:4][CH:3]=1. The yield is 0.920. (4) The catalyst is O1CCOCC1.C([O-])(=O)C.C([O-])(=O)C.[Pd+2]. The yield is 0.802. The product is [Cl:25][C:5]1[C:6]([N:8]([CH3:24])[CH:9]2[CH2:14][CH2:13][N:12]([C:15]([O:17][C:18]([CH3:21])([CH3:20])[CH3:19])=[O:16])[CH2:11][CH:10]2[CH2:22][CH3:23])=[N:7][C:2]([NH:86][C:29]2[CH:30]=[C:31]([CH3:32])[N:27]([CH3:26])[N:28]=2)=[N:3][CH:4]=1. The reactants are Cl[C:2]1[N:7]=[C:6]([N:8]([CH3:24])[CH:9]2[CH2:14][CH2:13][N:12]([C:15]([O:17][C:18]([CH3:21])([CH3:20])[CH3:19])=[O:16])[CH2:11][CH:10]2[CH2:22][CH3:23])[C:5]([Cl:25])=[CH:4][N:3]=1.[CH3:26][N:27]1[C:31]([CH3:32])=[C:30](N)[CH:29]=[N:28]1.C1C=CC(P(C2C(C3C(P(C4C=CC=CC=4)C4C=CC=CC=4)=CC=C4C=3C=CC=C4)=C3C(C=CC=C3)=CC=2)C2C=CC=CC=2)=CC=1.C(=O)([O-])[O-].[Na+].[Na+].[N:86]#N. (5) The reactants are [Br-].[CH3:2][O:3][C:4]1[C:12]2[O:11][C:10]([CH3:14])([CH3:13])[CH2:9][C:8]=2[CH:7]=[C:6]([CH2:15][P+](C2C=CC=CC=2)(C2C=CC=CC=2)C2C=CC=CC=2)[CH:5]=1.CC(C)([O-])C.[K+].[CH3:41][CH2:42][C:43](=O)[CH2:44][CH3:45].Cl. The catalyst is O1CCCC1.O. The product is [CH2:42]([C:43]([CH2:44][CH3:45])=[CH:15][C:6]1[CH:5]=[C:4]([O:3][CH3:2])[C:12]2[O:11][C:10]([CH3:13])([CH3:14])[CH2:9][C:8]=2[CH:7]=1)[CH3:41]. The yield is 0.870. (6) The reactants are CS/[C:3](/[N:7]1[CH2:11][CH2:10][CH2:9][CH2:8]1)=[CH:4]\[C:5]#[N:6].O.[NH2:13][NH2:14]. The catalyst is CCO. The product is [N:7]1([C:3]2[CH:4]=[C:5]([NH2:6])[NH:14][N:13]=2)[CH2:11][CH2:10][CH2:9][CH2:8]1. The yield is 0.580.